Dataset: Forward reaction prediction with 1.9M reactions from USPTO patents (1976-2016). Task: Predict the product of the given reaction. (1) Given the reactants F[B-](F)(F)F.[O:6]=[N+:7]=[O:8].[CH3:9][O:10][C:11]1[N:20]=[CH:19][CH:18]=[C:17]([O:21][CH3:22])[C:12]=1[C:13]([O:15][CH3:16])=[O:14], predict the reaction product. The product is: [CH3:9][O:10][C:11]1[N:20]=[CH:19][C:18]([N+:7]([O-:8])=[O:6])=[C:17]([O:21][CH3:22])[C:12]=1[C:13]([O:15][CH3:16])=[O:14]. (2) Given the reactants [Cl:1][C:2]1[CH:7]=[CH:6][C:5]([S:8]([N:11]([CH2:23][C:24]2[CH:33]=[CH:32][C:27]([C:28]([O:30]C)=[O:29])=[CH:26][CH:25]=2)[C@H:12]([C:15]2[CH:20]=[CH:19][C:18]([C:21]#[N:22])=[CH:17][CH:16]=2)[CH2:13][CH3:14])(=[O:10])=[O:9])=[CH:4][CH:3]=1.O.[OH-].[Li+], predict the reaction product. The product is: [Cl:1][C:2]1[CH:7]=[CH:6][C:5]([S:8]([N:11]([CH2:23][C:24]2[CH:25]=[CH:26][C:27]([C:28]([OH:30])=[O:29])=[CH:32][CH:33]=2)[C@H:12]([C:15]2[CH:20]=[CH:19][C:18]([C:21]#[N:22])=[CH:17][CH:16]=2)[CH2:13][CH3:14])(=[O:9])=[O:10])=[CH:4][CH:3]=1.